Dataset: Full USPTO retrosynthesis dataset with 1.9M reactions from patents (1976-2016). Task: Predict the reactants needed to synthesize the given product. (1) Given the product [NH2:27][CH2:26][C@@:22]1([CH3:25])[CH2:23][CH2:24][C@H:20]([NH:19][C:5]2[C:6]3[N:7]([CH:10]=[C:11]([C:13]4[CH:18]=[CH:17][CH:16]=[CH:15][CH:14]=4)[CH:12]=3)[N:8]=[CH:9][C:4]=2[C:1]([NH2:2])=[O:3])[C:21]1([CH3:36])[CH3:35], predict the reactants needed to synthesize it. The reactants are: [C:1]([C:4]1[CH:9]=[N:8][N:7]2[CH:10]=[C:11]([C:13]3[CH:18]=[CH:17][CH:16]=[CH:15][CH:14]=3)[CH:12]=[C:6]2[C:5]=1[NH:19][C@H:20]1[CH2:24][CH2:23][C@@:22]([CH2:26][NH:27]C(=O)OC(C)(C)C)([CH3:25])[C:21]1([CH3:36])[CH3:35])(=[O:3])[NH2:2].FC(F)(F)C(O)=O. (2) Given the product [OH:18][CH2:19][CH2:20][N+:21]([CH3:24])([CH3:23])[CH3:22].[CH:1]1[N:5]([CH2:6][O:7][CH2:8][CH2:9][OH:10])[C:4]2[N:11]=[C:12]([NH2:16])[N:13]=[C:14]([OH:15])[C:3]=2[N:2]=1, predict the reactants needed to synthesize it. The reactants are: [CH:1]1[N:5]([CH2:6][O:7][CH2:8][CH2:9][OH:10])[C:4]2[N:11]=[C:12]([NH2:16])[N:13]=[C:14]([OH:15])[C:3]=2[N:2]=1.[OH-].[OH:18][CH2:19][CH2:20][N+:21]([CH3:24])([CH3:23])[CH3:22].O. (3) Given the product [Cl:1][C:2]1[S:6][C:5]([CH:7]2[CH2:8][CH2:9][N:10]([C:13](=[O:24])[CH2:14][N:44]3[C:51]([CH3:50])=[N:52][C:53]([CH2:63][C:61]([OH:67])=[O:62])=[N:54]3)[CH2:11][CH2:12]2)=[N:4][C:3]=1[C:25]1[CH:30]=[C:29]([C:31]([CH3:32])([CH3:33])[CH3:34])[C:28]([O:35][CH3:36])=[C:27]([C:37]([CH3:38])([CH3:40])[CH3:39])[CH:26]=1, predict the reactants needed to synthesize it. The reactants are: [Cl:1][C:2]1[S:6][C:5]([CH:7]2[CH2:12][CH2:11][N:10]([C:13](=[O:24])[CH2:14]N3C4=NC=CC=C4N=C3)[CH2:9][CH2:8]2)=[N:4][C:3]=1[C:25]1[CH:30]=[C:29]([C:31]([CH3:34])([CH3:33])[CH3:32])[C:28]([O:35][CH3:36])=[C:27]([C:37]([CH3:40])([CH3:39])[CH3:38])[CH:26]=1.C([N:44](C(C)C)CC)(C)C.[CH3:50][CH2:51][N:52]=[C:53]=[N:54]CCCN(C)C.[C:61]([OH:67])([C:63](F)(F)F)=[O:62]. (4) Given the product [C:32]([O:31][C:29]([N:8]([CH2:7][C:6]([OH:5])=[O:28])[C@@H:9]1[CH2:11][C@H:10]1[C:12]1[CH:13]=[CH:14][C:15]([O:18][CH2:19][C:20]2[CH:25]=[CH:24][C:23]([C:26]#[N:27])=[CH:22][CH:21]=2)=[CH:16][CH:17]=1)=[O:30])([CH3:35])([CH3:34])[CH3:33], predict the reactants needed to synthesize it. The reactants are: O[Li].O.C[O:5][C:6](=[O:28])[CH2:7][NH:8][C@@H:9]1[CH2:11][C@H:10]1[C:12]1[CH:17]=[CH:16][C:15]([O:18][CH2:19][C:20]2[CH:25]=[CH:24][C:23]([C:26]#[N:27])=[CH:22][CH:21]=2)=[CH:14][CH:13]=1.[C:29](O[C:29]([O:31][C:32]([CH3:35])([CH3:34])[CH3:33])=[O:30])([O:31][C:32]([CH3:35])([CH3:34])[CH3:33])=[O:30]. (5) Given the product [N:52]1([C:55]([N:2]2[CH2:3][CH2:4][CH:5]([N:8]3[CH:12]=[C:11]([C:13]4[CH:36]=[CH:35][C:16]5[N:17]([C:20]6[CH:21]=[C:22]([NH:26][C:27]([NH:29][CH2:30][C:31]([F:33])([F:32])[F:34])=[O:28])[CH:23]=[CH:24][CH:25]=6)[CH:18]=[N:19][C:15]=5[CH:14]=4)[CH:10]=[N:9]3)[CH2:6][CH2:7]2)=[O:39])[CH2:53][CH2:54][CH2:51][CH2:50]1, predict the reactants needed to synthesize it. The reactants are: Cl.[NH:2]1[CH2:7][CH2:6][CH:5]([N:8]2[CH:12]=[C:11]([C:13]3[CH:36]=[CH:35][C:16]4[N:17]([C:20]5[CH:21]=[C:22]([NH:26][C:27]([NH:29][CH2:30][C:31]([F:34])([F:33])[F:32])=[O:28])[CH:23]=[CH:24][CH:25]=5)[CH:18]=[N:19][C:15]=4[CH:14]=3)[CH:10]=[N:9]2)[CH2:4][CH2:3]1.ClC(OC1C=CC([N+]([O-])=O)=CC=1)=[O:39].[CH2:50]([N:52]([CH2:55]C)[CH2:53][CH3:54])[CH3:51].N1CCCC1. (6) Given the product [OH:4][C:5]1[CH:6]=[CH:7][CH:8]=[C:9]2[C:14]=1[NH:13][C:12](=[O:15])[CH:11]=[CH:10]2, predict the reactants needed to synthesize it. The reactants are: C([O:4][C:5]1[CH:6]=[CH:7][CH:8]=[C:9]2[C:14]=1[NH:13][C:12](=[O:15])[CH:11]=[CH:10]2)(=O)C. (7) Given the product [Cl:19][C:5]1[C:6]([NH:8][C:9]2[CH:18]=[CH:17][CH:16]=[C:11]([O:12][CH2:13][CH2:14][OH:15])[CH:10]=2)=[N:7][C:2]([NH:20][C:21]2[CH:22]=[C:23]([OH:27])[CH:24]=[CH:25][CH:26]=2)=[N:3][CH:4]=1, predict the reactants needed to synthesize it. The reactants are: Cl[C:2]1[N:7]=[C:6]([NH:8][C:9]2[CH:10]=[C:11]([CH:16]=[CH:17][CH:18]=2)[O:12][CH2:13][CH2:14][OH:15])[C:5]([Cl:19])=[CH:4][N:3]=1.[NH2:20][C:21]1[CH:22]=[C:23]([OH:27])[CH:24]=[CH:25][CH:26]=1. (8) The reactants are: N[C:2]1[CH:3]=[CH:4][C:5]([N:8]2[CH:13]=[CH:12][CH:11]=[CH:10][C:9]2=[O:14])=[N:6][CH:7]=1.N([O-])=O.[Na+].[Na+].[I-:20]. Given the product [I:20][C:2]1[CH:3]=[CH:4][C:5]([N:8]2[CH:13]=[CH:12][CH:11]=[CH:10][C:9]2=[O:14])=[N:6][CH:7]=1, predict the reactants needed to synthesize it. (9) Given the product [CH:1]([C:3]1[CH:12]=[CH:11][C:6]([C:7]([NH:9][CH3:10])=[O:8])=[CH:5][C:4]=1[CH3:13])=[O:15], predict the reactants needed to synthesize it. The reactants are: [C:1]([C:3]1[CH:12]=[CH:11][C:6]([C:7]([NH:9][CH3:10])=[O:8])=[CH:5][C:4]=1[CH3:13])#N.C(O)=[O:15].